From a dataset of NCI-60 drug combinations with 297,098 pairs across 59 cell lines. Regression. Given two drug SMILES strings and cell line genomic features, predict the synergy score measuring deviation from expected non-interaction effect. (1) Drug 1: C1CCC(C1)C(CC#N)N2C=C(C=N2)C3=C4C=CNC4=NC=N3. Drug 2: C1C(C(OC1N2C=NC3=C2NC=NCC3O)CO)O. Cell line: SW-620. Synergy scores: CSS=6.80, Synergy_ZIP=2.55, Synergy_Bliss=3.14, Synergy_Loewe=-2.99, Synergy_HSA=-0.120. (2) Synergy scores: CSS=32.7, Synergy_ZIP=0.173, Synergy_Bliss=-0.453, Synergy_Loewe=-38.2, Synergy_HSA=-1.49. Drug 1: CN(CC1=CN=C2C(=N1)C(=NC(=N2)N)N)C3=CC=C(C=C3)C(=O)NC(CCC(=O)O)C(=O)O. Cell line: ACHN. Drug 2: COC1=NC(=NC2=C1N=CN2C3C(C(C(O3)CO)O)O)N.